This data is from Catalyst prediction with 721,799 reactions and 888 catalyst types from USPTO. The task is: Predict which catalyst facilitates the given reaction. (1) Reactant: [N:1]1[CH:6]=[CH:5][CH:4]=[CH:3][C:2]=1[S:7][S:8][CH2:9][CH2:10][CH:11]([S:15]([OH:18])(=[O:17])=[O:16])[C:12]([OH:14])=[O:13].O[N:20]1[C:24](=[O:25])[CH2:23][CH2:22][C:21]1=[O:26].C(N=C=NCCCN(C)C)C. Product: [O:26]=[C:21]1[CH2:22][CH2:23][C:24](=[O:25])[N:20]1[O:13][C:12](=[O:14])[CH:11]([S:15]([OH:18])(=[O:16])=[O:17])[CH2:10][CH2:9][S:8][S:7][C:2]1[CH:3]=[CH:4][CH:5]=[CH:6][N:1]=1. The catalyst class is: 44. (2) Reactant: [F:1][C:2]1[CH:7]=[CH:6][C:5]([CH2:8][O:9][C:10]2[CH:18]=[CH:17][C:16]([C:19]3[CH:20]=[N:21][N:22]([CH3:24])[CH:23]=3)=[CH:15][C:11]=2[C:12](O)=[O:13])=[CH:4][CH:3]=1.[O:25]1[CH:29]=[C:28]([NH2:30])[CH:27]=[N:26]1.C1C=CC2N(O)N=NC=2C=1.C(Cl)CCl. Product: [F:1][C:2]1[CH:7]=[CH:6][C:5]([CH2:8][O:9][C:10]2[CH:18]=[CH:17][C:16]([C:19]3[CH:20]=[N:21][N:22]([CH3:24])[CH:23]=3)=[CH:15][C:11]=2[C:12]([NH:30][C:28]2[CH:27]=[N:26][O:25][CH:29]=2)=[O:13])=[CH:4][CH:3]=1. The catalyst class is: 35. (3) Reactant: [Cl:1][C:2](Cl)(O[C:5](=[O:11])[O:6][C:7](Cl)(Cl)Cl)[Cl:3].Cl.[NH2:14][C@@H:15](CO)[C:16]([N:18]1[CH2:23][CH2:22][O:21][CH2:20][CH2:19]1)=[O:17].C(N(C(C)C)CC)(C)C.O. Product: [Cl:1][CH2:2][Cl:3].[CH3:16][OH:17].[NH3:14].[N:18]1([C:16]([C@@H:15]2[CH2:7][O:6][C:5](=[O:11])[NH:14]2)=[O:17])[CH2:23][CH2:22][O:21][CH2:20][CH2:19]1. The catalyst class is: 4.